This data is from Full USPTO retrosynthesis dataset with 1.9M reactions from patents (1976-2016). The task is: Predict the reactants needed to synthesize the given product. (1) Given the product [Cl:22][C:23]1[C:24]([CH3:33])=[C:25]([C:2]2[N:7]=[C:6]([NH2:8])[N:5]=[C:4]([NH:9][CH2:10][CH2:11][C:12]3[CH:17]=[CH:16][C:15]([S:18]([CH3:21])(=[O:20])=[O:19])=[CH:14][CH:13]=3)[CH:3]=2)[CH:26]=[CH:27][C:28]=1[Cl:29], predict the reactants needed to synthesize it. The reactants are: Cl[C:2]1[N:7]=[C:6]([NH2:8])[N:5]=[C:4]([NH:9][CH2:10][CH2:11][C:12]2[CH:17]=[CH:16][C:15]([S:18]([CH3:21])(=[O:20])=[O:19])=[CH:14][CH:13]=2)[CH:3]=1.[Cl:22][C:23]1[C:24]([CH3:33])=[C:25](B(O)O)[CH:26]=[CH:27][C:28]=1[Cl:29]. (2) Given the product [Br:1][C:2]1[CH:7]=[CH:6][N:5]=[C:4]([C:8]([NH:10][C:11]2[CH:15]=[C:14]([C:16]3[N:21]([CH:22]4[CH2:26][CH2:23]4)[CH:25]=[N:19][N:18]=3)[S:13][CH:12]=2)=[O:9])[CH:3]=1, predict the reactants needed to synthesize it. The reactants are: [Br:1][C:2]1[CH:7]=[CH:6][N:5]=[C:4]([C:8]([NH:10][C:11]2[CH:15]=[C:14]([C:16]([NH:18][NH2:19])=O)[S:13][CH:12]=2)=[O:9])[CH:3]=1.C[N:21]([CH3:25])[C:22](=O)[CH3:23].[CH3:26]N(C)C=O.C1(N)CC1.C(O)(=O)C. (3) Given the product [CH3:1][N:2]1[C:7](=[O:8])[C:6]2[C:9]([NH:25][C@@H:26]3[CH2:30][CH2:29][N:28]([C:33]([NH2:34])=[O:31])[CH2:27]3)=[N:10][C:11]([C:13]3[CH:18]=[CH:17][C:16]([N:19]4[CH2:24][CH2:23][O:22][CH2:21][CH2:20]4)=[CH:15][CH:14]=3)=[CH:12][C:5]=2[N:4]=[CH:3]1, predict the reactants needed to synthesize it. The reactants are: [CH3:1][N:2]1[C:7](=[O:8])[C:6]2[C:9]([NH:25][C@@H:26]3[CH2:30][CH2:29][NH:28][CH2:27]3)=[N:10][C:11]([C:13]3[CH:18]=[CH:17][C:16]([N:19]4[CH2:24][CH2:23][O:22][CH2:21][CH2:20]4)=[CH:15][CH:14]=3)=[CH:12][C:5]=2[N:4]=[CH:3]1.[O:31]([C:33]#[N:34])[K].Cl. (4) Given the product [F:15][C:16]([F:21])([F:20])[C@@H:17]([OH:18])[CH2:19][N:11]1[CH2:12][CH2:13][CH2:14][CH:9]([C:6]2[CH:5]=[CH:4][C:3]([O:2][CH3:1])=[CH:8][CH:7]=2)[CH2:10]1, predict the reactants needed to synthesize it. The reactants are: [CH3:1][O:2][C:3]1[CH:8]=[CH:7][C:6]([CH:9]2[CH2:14][CH2:13][CH2:12][NH:11][CH2:10]2)=[CH:5][CH:4]=1.[F:15][C:16]([F:21])([F:20])[C@@H:17]1[CH2:19][O:18]1. (5) The reactants are: [CH3:1][O:2][C:3]1[CH:4]=[C:5]([CH:7]=[C:8]([O:10][CH3:11])[CH:9]=1)[NH2:6].[F:12][C:13]([F:20])([F:19])[C:14](OCC)=[O:15]. Given the product [CH3:11][O:10][C:8]1[CH:7]=[C:5]([NH:6][C:14](=[O:15])[C:13]([F:20])([F:19])[F:12])[CH:4]=[C:3]([O:2][CH3:1])[CH:9]=1, predict the reactants needed to synthesize it. (6) Given the product [Cl:1][C:2]1[CH:3]=[C:4]2[C:8](=[C:9]([N+:11]([O-:13])=[O:12])[CH:10]=1)[NH:7][CH:6]=[C:5]2[C:18]1[CH:23]=[CH:22][CH:21]=[CH:20][CH:19]=1, predict the reactants needed to synthesize it. The reactants are: [Cl:1][C:2]1[CH:3]=[C:4]2[C:8](=[C:9]([N+:11]([O-:13])=[O:12])[CH:10]=1)[NH:7][C:6]([Si](C)(C)C)=[C:5]2[C:18]1[CH:23]=[CH:22][CH:21]=[CH:20][CH:19]=1.[F-].C([N+](CCCC)(CCCC)CCCC)CCC. (7) Given the product [Br:1][C:2]1[CH:3]=[CH:4][C:5]([F:18])=[C:6]2[C:10]=1[NH:9][C:8]([C:11]([O:13][CH2:30][CH3:31])=[O:12])=[C:7]2[CH2:14][CH2:15][CH2:16][O:17][C:19]1[C:28]2[C:23](=[CH:24][CH:25]=[CH:26][CH:27]=2)[CH:22]=[CH:21][CH:20]=1, predict the reactants needed to synthesize it. The reactants are: [Br:1][C:2]1[CH:3]=[CH:4][C:5]([F:18])=[C:6]2[C:10]=1[NH:9][C:8]([C:11]([O-:13])=[O:12])=[C:7]2[CH2:14][CH2:15][CH2:16][OH:17].[C:19]1(O)[C:28]2[C:23](=[CH:24][CH:25]=[CH:26][CH:27]=2)[CH:22]=[CH:21][CH:20]=1.[C:30]1(P(C2C=CC=CC=2)C2C=CC=CC=2)C=CC=C[CH:31]=1.N(C(OC(C)(C)C)=O)=NC(OC(C)(C)C)=O. (8) Given the product [CH3:18][O:19][CH2:20]/[CH:21]=[CH:22]/[C:2]1[CH:3]=[C:4]([N+:15]([O-:17])=[O:16])[CH:5]=[C:6]2[C:10]=1[N:9]([CH2:11][CH:12]([CH3:14])[CH3:13])[CH:8]=[CH:7]2, predict the reactants needed to synthesize it. The reactants are: Br[C:2]1[CH:3]=[C:4]([N+:15]([O-:17])=[O:16])[CH:5]=[C:6]2[C:10]=1[N:9]([CH2:11][CH:12]([CH3:14])[CH3:13])[CH:8]=[CH:7]2.[CH3:18][O:19][CH2:20]/[CH:21]=[CH:22]/B1OC(C)(C)C(C)(C)O1.P([O-])([O-])([O-])=O.[K+].[K+].[K+].O1CCOCC1.